This data is from Peptide-MHC class I binding affinity with 185,985 pairs from IEDB/IMGT. The task is: Regression. Given a peptide amino acid sequence and an MHC pseudo amino acid sequence, predict their binding affinity value. This is MHC class I binding data. (1) The peptide sequence is ALALLLLDR. The MHC is HLA-A68:01 with pseudo-sequence HLA-A68:01. The binding affinity (normalized) is 0. (2) The peptide sequence is FLPNPAFIH. The MHC is HLA-B15:01 with pseudo-sequence HLA-B15:01. The binding affinity (normalized) is 0.0624. (3) The peptide sequence is ASSGKLGLI. The MHC is HLA-A24:02 with pseudo-sequence HLA-A24:02. The binding affinity (normalized) is 0.123.